This data is from Reaction yield outcomes from USPTO patents with 853,638 reactions. The task is: Predict the reaction yield, written as a fraction of the theoretical maximum amount of product (1.0 means a 100% yield; for example, 0.34 means a 34% yield). (1) The reactants are [Li+].[CH3:2][Si:3]([N-][Si:3]([CH3:5])([CH3:4])[CH3:2])([CH3:5])[CH3:4].[CH3:11][O:12][CH2:13][C:14]([O:16][CH3:17])=[O:15].C[Si](Cl)(C)C. The catalyst is C1COCC1. The product is [CH3:17][O:16]/[C:14](/[O:15][Si:3]([CH3:5])([CH3:4])[CH3:2])=[CH:13]/[O:12][CH3:11]. The yield is 0.709. (2) The reactants are Br[C:2]1[CH:11]=[CH:10][C:5]([C:6]([O:8][CH3:9])=[O:7])=[C:4]([Cl:12])[CH:3]=1.[CH3:13][C:14]([CH3:18])([CH3:17])[C:15]#[CH:16]. The catalyst is CCN(CC)CC.CN(C=O)C.[Cu]I.Cl[Pd](Cl)([P](C1C=CC=CC=1)(C1C=CC=CC=1)C1C=CC=CC=1)[P](C1C=CC=CC=1)(C1C=CC=CC=1)C1C=CC=CC=1. The product is [Cl:12][C:4]1[CH:3]=[C:2]([C:16]#[C:15][C:14]([CH3:18])([CH3:17])[CH3:13])[CH:11]=[CH:10][C:5]=1[C:6]([O:8][CH3:9])=[O:7]. The yield is 0.820. (3) The reactants are O[CH2:2][C:3]1[CH:16]=[N:15][C:6]2[C:7]3[N:8]([CH:12]=[CH:13][CH:14]=3)[C:9](=[O:11])[NH:10][C:5]=2[CH:4]=1.Cl.Cl.[CH3:19][NH:20][C:21](=[O:35])[C:22]1[CH:27]=[CH:26][C:25]([N:28]2[CH2:33][CH2:32][NH:31][CH2:30][CH2:29]2)=[C:24]([CH3:34])[CH:23]=1.[I-].C(C[P+](C)(C)C)#N.C(N(C(C)C)C(C)C)C. The catalyst is C(#N)CC. The product is [CH3:19][NH:20][C:21](=[O:35])[C:22]1[CH:27]=[CH:26][C:25]([N:28]2[CH2:33][CH2:32][N:31]([CH2:2][C:3]3[CH:16]=[N:15][C:6]4[C:7]5[N:8]([CH:12]=[CH:13][CH:14]=5)[C:9](=[O:11])[NH:10][C:5]=4[CH:4]=3)[CH2:30][CH2:29]2)=[C:24]([CH3:34])[CH:23]=1. The yield is 0.396. (4) The reactants are [CH3:1][O:2][C:3]1[CH:8]=[CH:7][C:6]([CH2:9][C:10]([O:12][CH3:13])=[O:11])=[CH:5][CH:4]=1.CO[CH:16](OC)[N:17]([CH3:19])[CH3:18]. No catalyst specified. The product is [CH3:16][N:17]([CH3:19])[CH:18]=[C:9]([C:6]1[CH:5]=[CH:4][C:3]([O:2][CH3:1])=[CH:8][CH:7]=1)[C:10]([O:12][CH3:13])=[O:11]. The yield is 0.0691. (5) The yield is 0.606. No catalyst specified. The reactants are [CH2:1]([O:8][C:9]1[C:14](=[O:15])[CH:13]=[C:12]([CH2:16][NH:17][S:18]([C:21]2[CH:22]=[C:23]([CH3:27])[CH:24]=[CH:25][CH:26]=2)(=[O:20])=[O:19])[N:11]([CH3:28])[C:10]=1[C:29](O)=[O:30])[C:2]1[CH:7]=[CH:6][CH:5]=[CH:4][CH:3]=1.[CH3:32][NH:33]C(C1N(C)C(C(S(C2C=CC=CC=2)(=O)=O)N)=CC(=O)C=1OCC1C=CC=CC=1)=O. The product is [CH3:32][NH:33][C:29]([C:10]1[N:11]([CH3:28])[C:12]([CH2:16][NH:17][S:18]([C:21]2[CH:22]=[C:23]([CH3:27])[CH:24]=[CH:25][CH:26]=2)(=[O:20])=[O:19])=[CH:13][C:14](=[O:15])[C:9]=1[O:8][CH2:1][C:2]1[CH:3]=[CH:4][CH:5]=[CH:6][CH:7]=1)=[O:30]. (6) The yield is 0.710. The reactants are C[O:2][C:3](=[O:15])[CH2:4][CH2:5][N:6]1[CH:14]=[C:12]([CH3:13])[C:10](=[O:11])[NH:9][C:7]1=[O:8].Cl. The catalyst is [OH-].[Na+]. The product is [N:6]1([CH2:5][CH2:4][C:3]([OH:15])=[O:2])[CH:14]=[C:12]([CH3:13])[C:10](=[O:11])[NH:9][C:7]1=[O:8]. (7) The reactants are Br[C:2]1[CH:3]=[N:4][N:5]([CH3:16])[C:6]=1[C:7]1[CH:8]=[C:9]([C:12]([O:14][CH3:15])=[O:13])[S:10][CH:11]=1.[CH:17]1(B(O)O)[CH2:19][CH2:18]1.C(=O)([O-])[O-].[Cs+].[Cs+]. The catalyst is O1CCCC1. The product is [CH:17]1([C:2]2[CH:3]=[N:4][N:5]([CH3:16])[C:6]=2[C:7]2[CH:8]=[C:9]([C:12]([O:14][CH3:15])=[O:13])[S:10][CH:11]=2)[CH2:19][CH2:18]1. The yield is 0.950. (8) The reactants are [NH2:1][C:2]1[CH:7]=[C:6]([Cl:8])[CH:5]=[CH:4][C:3]=1[S:9]([NH2:12])(=[O:11])=[O:10].[Cl:13][C:14]1[CH:15]=[C:16](/[CH:21]=[CH:22]/[S:23](Cl)(=[O:25])=[O:24])[CH:17]=[CH:18][C:19]=1[Cl:20].C(N(CC)CC)C. The catalyst is ClCCl. The product is [Cl:8][C:6]1[CH:5]=[CH:4][C:3]([S:9]([NH2:12])(=[O:11])=[O:10])=[C:2]([NH:1][S:23](/[CH:22]=[CH:21]/[C:16]2[CH:17]=[CH:18][C:19]([Cl:20])=[C:14]([Cl:13])[CH:15]=2)(=[O:25])=[O:24])[CH:7]=1. The yield is 0.910. (9) The reactants are [CH:1]#[C:2][CH2:3][CH2:4][CH2:5][CH2:6][CH2:7][CH2:8][CH2:9][CH3:10].[N:11]([C:14]1[CH:39]=[CH:38][C:17]2[C:18](=[O:37])[N:19]([CH2:21][C:22]([N:24]3[CH2:29][CH2:28][N:27]([C:30]([O:32][C:33]([CH3:36])([CH3:35])[CH3:34])=[O:31])[CH2:26][CH2:25]3)=[O:23])[S:20][C:16]=2[CH:15]=1)=[N+:12]=[N-:13].O=C1O[C@H]([C@H](CO)O)C([O-])=C1O.[Na+]. The catalyst is O.CC(O)(C)C.S([O-])([O-])(=O)=O.[Cu+2]. The product is [CH2:8]([C:9]1[N:13]=[N:12][N:11]([C:14]2[CH:39]=[CH:38][C:17]3[C:18](=[O:37])[N:19]([CH2:21][C:22]([N:24]4[CH2:29][CH2:28][N:27]([C:30]([O:32][C:33]([CH3:34])([CH3:35])[CH3:36])=[O:31])[CH2:26][CH2:25]4)=[O:23])[S:20][C:16]=3[CH:15]=2)[CH:10]=1)[CH2:7][CH2:6][CH2:5][CH2:4][CH2:3][CH2:2][CH3:1]. The yield is 0.700. (10) The reactants are [O:1]1[CH2:6][CH2:5][C:4](=O)[CH2:3][CH2:2]1.[CH2:8]([SH:15])[C:9]1[CH:14]=[CH:13][CH:12]=[CH:11][CH:10]=1.[N+:16]([CH3:19])([O-:18])=[O:17].C(N)CN. The catalyst is C(#N)C. The product is [CH2:8]([S:15][C:4]1([CH2:19][N+:16]([O-:18])=[O:17])[CH2:5][CH2:6][O:1][CH2:2][CH2:3]1)[C:9]1[CH:14]=[CH:13][CH:12]=[CH:11][CH:10]=1. The yield is 0.670.